Predict which catalyst facilitates the given reaction. From a dataset of Catalyst prediction with 721,799 reactions and 888 catalyst types from USPTO. (1) Reactant: [NH2:1][CH2:2][C:3]1[CH:4]=[CH:5][C:6]([F:29])=[C:7]([C:9]2[CH:14]=[CH:13][CH:12]=[C:11]([CH2:15][N:16]3[CH2:21][CH2:20][N:19]([C:22]([O:24][C:25]([CH3:28])([CH3:27])[CH3:26])=[O:23])[CH2:18][CH2:17]3)[CH:10]=2)[CH:8]=1.[Cl:30][CH2:31][C:32]1[CH:33]=[C:34]([CH:38]=[CH:39][CH:40]=1)[C:35](O)=[O:36].C(Cl)CCl.C1C=CC2N(O)N=NC=2C=1.CCN(CC)CC. Product: [Cl:30][CH2:31][C:32]1[CH:33]=[C:34]([C:35]([NH:1][CH2:2][C:3]2[CH:4]=[CH:5][C:6]([F:29])=[C:7]([C:9]3[CH:14]=[CH:13][CH:12]=[C:11]([CH2:15][N:16]4[CH2:17][CH2:18][N:19]([C:22]([O:24][C:25]([CH3:26])([CH3:28])[CH3:27])=[O:23])[CH2:20][CH2:21]4)[CH:10]=3)[CH:8]=2)=[O:36])[CH:38]=[CH:39][CH:40]=1. The catalyst class is: 258. (2) Reactant: [Br:1][C:2]1[C:7]([CH3:8])=[CH:6][C:5]([N+:9]([O-])=O)=[CH:4][C:3]=1[CH2:12][C:13]([O:15][CH3:16])=[O:14].C(O)(=O)C. Product: [Br:1][C:2]1[C:7]([CH3:8])=[CH:6][C:5]([NH2:9])=[CH:4][C:3]=1[CH2:12][C:13]([O:15][CH3:16])=[O:14]. The catalyst class is: 693. (3) Reactant: [C:1]([C:5]1[N:6]([CH2:31][CH:32]([OH:36])[CH2:33][C:34]#[N:35])[C:7]2[C:12]([CH:13]=1)=[CH:11][C:10]([NH:14][C:15]([C:17]1([C:20]3[CH:30]=[CH:29][C:23]4[O:24][C:25]([F:28])([F:27])[O:26][C:22]=4[CH:21]=3)[CH2:19][CH2:18]1)=[O:16])=[CH:9][CH:8]=2)([CH3:4])([CH3:3])[CH3:2].[NH4+].[Cl-].[N-:39]=[N+:40]=[N-:41].[Na+]. Product: [C:1]([C:5]1[N:6]([CH2:31][CH:32]([OH:36])[CH2:33][C:34]2[N:39]=[N:40][NH:41][N:35]=2)[C:7]2[C:12]([CH:13]=1)=[CH:11][C:10]([NH:14][C:15]([C:17]1([C:20]3[CH:30]=[CH:29][C:23]4[O:24][C:25]([F:28])([F:27])[O:26][C:22]=4[CH:21]=3)[CH2:18][CH2:19]1)=[O:16])=[CH:9][CH:8]=2)([CH3:4])([CH3:2])[CH3:3]. The catalyst class is: 3. (4) Reactant: [Br:1][C:2]1[CH:7]=[CH:6][C:5]([Br:8])=[CH:4][C:3]=1[S:9]([NH:12][C@H:13]1[CH2:17][N:16]([C:18]([O:20][C:21]([CH3:24])([CH3:23])[CH3:22])=[O:19])[C@@H:15]([CH2:25][OH:26])[CH2:14]1)(=[O:11])=[O:10].[CH3:27]CN(CC)CC.[N:34]([C:37]1[CH:42]=CC(C(F)(F)F)=C[CH:38]=1)=[C:35]=[O:36]. Product: [Br:1][C:2]1[CH:7]=[CH:6][C:5]([Br:8])=[CH:4][C:3]=1[S:9]([NH:12][C@H:13]1[CH2:17][N:16]([C:18]([O:20][C:21]([CH3:22])([CH3:23])[CH3:24])=[O:19])[C@@H:15]([CH2:25][O:26][C:35]([NH:34][C:37]([CH3:42])([CH3:27])[CH3:38])=[O:36])[CH2:14]1)(=[O:10])=[O:11]. The catalyst class is: 2.